The task is: Predict the reaction yield, written as a fraction of the theoretical maximum amount of product (1.0 means a 100% yield; for example, 0.34 means a 34% yield).. This data is from Reaction yield outcomes from USPTO patents with 853,638 reactions. The reactants are [NH2:1][C:2]1[C:7]([NH2:8])=[C:6]([NH:9][C@@H:10]2[C@@H:15]3[CH2:16][C@@H:12]([CH:13]=[CH:14]3)[C@@H:11]2[C:17]([NH2:19])=[O:18])[C:5]([Cl:20])=[CH:4][N:3]=1.[CH3:21][O:22][C:23]1[CH:30]=[C:29]([CH:31]2[CH2:36][CH2:35][N:34]([CH3:37])[CH2:33][CH2:32]2)[CH:28]=[CH:27][C:24]=1[CH:25]=O. No catalyst specified. The product is [Cl:20][C:5]1[C:6]([NH:9][C@@H:10]2[C@@H:15]3[CH2:16][C@@H:12]([CH:13]=[CH:14]3)[C@@H:11]2[C:17]([NH2:19])=[O:18])=[C:7]2[N:8]=[C:25]([C:24]3[CH:27]=[CH:28][C:29]([CH:31]4[CH2:32][CH2:33][N:34]([CH3:37])[CH2:35][CH2:36]4)=[CH:30][C:23]=3[O:22][CH3:21])[NH:1][C:2]2=[N:3][CH:4]=1. The yield is 0.490.